This data is from Catalyst prediction with 721,799 reactions and 888 catalyst types from USPTO. The task is: Predict which catalyst facilitates the given reaction. (1) Reactant: C[O:2][C@H:3](C1C=CC=CC=1)[C:4](O)=O.[F:13][C:14]1[C:19]([O:20][CH2:21][CH2:22][OH:23])=[CH:18][C:17]([O:24][CH3:25])=[CH:16][C:15]=1[C@@H:26]([NH:39][C:40]1[CH:48]=[CH:47][C:43]([C:44]([NH2:46])=[NH:45])=[CH:42][CH:41]=1)[C:27]1[NH:31][C:30](=[O:32])[N:29]([C:33]2[N:38]=[CH:37][CH:36]=[CH:35][N:34]=2)[N:28]=1.[N+](C1C=CC(O[C:59](=[O:65])[O:60][CH2:61][C:62]([CH3:64])=[CH2:63])=CC=1)([O-])=O.C(N(CC)CC)C.C(OC(=O)C)(=O)C. Product: [NH2:45][C:44](=[N:46][C:59]([O:60][CH2:61][C:62]([CH3:64])=[CH2:63])=[O:65])[C:43]1[CH:42]=[CH:41][C:40]([NH:39][C@@H:26]([C:27]2[NH:31][C:30](=[O:32])[N:29]([C:33]3[N:34]=[CH:35][CH:36]=[CH:37][N:38]=3)[N:28]=2)[C:15]2[C:14]([F:13])=[C:19]([CH:18]=[C:17]([O:24][CH3:25])[CH:16]=2)[O:20][CH2:21][CH2:22][O:23][C:3](=[O:2])[CH3:4])=[CH:48][CH:47]=1. The catalyst class is: 468. (2) Reactant: C([O:3][CH2:4][CH:5]1[CH2:10][CH2:9][CH:8]([CH2:11][C:12]#[N:13])[CH2:7][CH2:6]1)=C.Cl.O. Product: [OH:3][CH2:4][CH:5]1[CH2:10][CH2:9][CH:8]([CH2:11][C:12]#[N:13])[CH2:7][CH2:6]1. The catalyst class is: 269.